Dataset: Full USPTO retrosynthesis dataset with 1.9M reactions from patents (1976-2016). Task: Predict the reactants needed to synthesize the given product. (1) Given the product [Cl:47][C:48]1[CH:54]=[CH:53][C:51]([NH:52][C:58]2[CH:63]=[CH:62][C:61]([Cl:64])=[CH:60][CH:59]=2)=[C:50]([O:55][CH3:56])[CH:49]=1, predict the reactants needed to synthesize it. The reactants are: C1(P(C2C=CC=CC=2)C2C=CC3C(=CC=CC=3)C=2C2C3C(=CC=CC=3)C=CC=2P(C2C=CC=CC=2)C2C=CC=CC=2)C=CC=CC=1.[Cl:47][C:48]1[CH:54]=[CH:53][C:51]([NH2:52])=[C:50]([O:55][CH3:56])[CH:49]=1.I[C:58]1[CH:63]=[CH:62][C:61]([Cl:64])=[CH:60][CH:59]=1.CC(C)([O-])C.[Na+]. (2) Given the product [Cl:16][C:17]1[N:18]=[C:19]([NH:13][CH:9]([C:6]2[CH:7]=[CH:8][C:3]([CH3:2])=[CH:4][CH:5]=2)[CH2:10][CH2:11][CH3:12])[CH:20]=[N:21][CH:22]=1, predict the reactants needed to synthesize it. The reactants are: F[C:2](F)(F)[C:3]1[CH:8]=[CH:7][C:6]([CH:9]([NH2:13])[CH2:10][CH2:11][CH3:12])=[CH:5][CH:4]=1.[Cl:16][C:17]1[CH:22]=[N:21][CH:20]=[C:19](Cl)[N:18]=1.C(=O)([O-])[O-].[K+].[K+]. (3) The reactants are: Br[C:2]1[CH:7]=[CH:6][C:5]([C@@H:8]([N:10]2[CH2:15][CH2:14][C@:13]([CH2:23][CH2:24][C:25]([NH2:27])=[O:26])([C:16]3[CH:21]=[CH:20][C:19]([F:22])=[CH:18][CH:17]=3)[O:12][C:11]2=[O:28])[CH3:9])=[CH:4][CH:3]=1.[N:29]1[CH:34]=[CH:33][CH:32]=[CH:31][C:30]=1B(O)O. Given the product [F:22][C:19]1[CH:20]=[CH:21][C:16]([C@:13]2([CH2:23][CH2:24][C:25]([NH2:27])=[O:26])[O:12][C:11](=[O:28])[N:10]([C@H:8]([C:5]3[CH:6]=[CH:7][C:2]([C:30]4[CH:31]=[CH:32][CH:33]=[CH:34][N:29]=4)=[CH:3][CH:4]=3)[CH3:9])[CH2:15][CH2:14]2)=[CH:17][CH:18]=1, predict the reactants needed to synthesize it. (4) The reactants are: [C:1]([O:5][C:6](=[O:22])[NH:7][C@H:8]1[CH2:13][C@H:12]([CH3:14])[CH2:11][N:10](CC2C=CC=CC=2)[CH2:9]1)([CH3:4])([CH3:3])[CH3:2]. Given the product [C:1]([O:5][C:6](=[O:22])[NH:7][C@H:8]1[CH2:13][C@H:12]([CH3:14])[CH2:11][NH:10][CH2:9]1)([CH3:4])([CH3:2])[CH3:3], predict the reactants needed to synthesize it. (5) Given the product [CH3:31][C:30]1[CH:29]=[C:28]([CH3:32])[NH:27][C:26](=[O:33])[C:25]=1[CH2:24][NH:23][C:21]([C:11]1[C:12]2[CH:17]=[N:16][N:15]([CH:18]([CH3:20])[CH3:19])[C:13]=2[N:14]=[C:9]([C:6]2[CH:5]=[CH:4][C:3]([CH2:2][N:39]([CH2:38][CH2:37][CH2:36][N:35]([CH3:41])[CH3:34])[CH3:40])=[CH:8][CH:7]=2)[CH:10]=1)=[O:22], predict the reactants needed to synthesize it. The reactants are: Br[CH2:2][C:3]1[CH:8]=[CH:7][C:6]([C:9]2[CH:10]=[C:11]([C:21]([NH:23][CH2:24][C:25]3[C:26](=[O:33])[NH:27][C:28]([CH3:32])=[CH:29][C:30]=3[CH3:31])=[O:22])[C:12]3[CH:17]=[N:16][N:15]([CH:18]([CH3:20])[CH3:19])[C:13]=3[N:14]=2)=[CH:5][CH:4]=1.[CH3:34][N:35]([CH3:41])[CH2:36][CH2:37][CH2:38][NH:39][CH3:40]. (6) Given the product [CH2:1]([O:5][CH2:6][CH2:7][O:8][C:9]1[CH:14]=[CH:13][C:12]([C:15]2[CH:16]=[CH:17][C:18]3[N:24]([CH2:25][CH:26]([CH3:27])[CH3:28])[CH2:23][CH2:22][C:21]([C:29]([NH:31][C:32]4[CH:33]=[CH:34][C:35]([S:38]([CH2:39][C:40]5[N:44]=[CH:43][O:42][N:41]=5)=[O:54])=[CH:36][CH:37]=4)=[O:30])=[CH:20][C:19]=3[CH:45]=2)=[CH:11][CH:10]=1)[CH2:2][CH2:3][CH3:4], predict the reactants needed to synthesize it. The reactants are: [CH2:1]([O:5][CH2:6][CH2:7][O:8][C:9]1[CH:14]=[CH:13][C:12]([C:15]2[CH:16]=[CH:17][C:18]3[N:24]([CH2:25][CH:26]([CH3:28])[CH3:27])[CH2:23][CH2:22][C:21]([C:29]([NH:31][C:32]4[CH:37]=[CH:36][C:35]([S:38][CH2:39][C:40]5[N:44]=[CH:43][O:42][N:41]=5)=[CH:34][CH:33]=4)=[O:30])=[CH:20][C:19]=3[CH:45]=2)=[CH:11][CH:10]=1)[CH2:2][CH2:3][CH3:4].ClC1C=CC=C(C(OO)=[O:54])C=1.S([O-])([O-])(=O)=S.[Na+].[Na+].